Dataset: Full USPTO retrosynthesis dataset with 1.9M reactions from patents (1976-2016). Task: Predict the reactants needed to synthesize the given product. Given the product [CH2:1]([NH:3][C:12](=[O:13])[C@H:11]([C:8]1[CH:7]=[CH:6][C:5]([F:4])=[CH:10][CH:9]=1)[CH2:15][CH:16]=[CH2:17])[CH3:2], predict the reactants needed to synthesize it. The reactants are: [CH2:1]([NH2:3])[CH3:2].[F:4][C:5]1[CH:10]=[CH:9][C:8]([C@H:11]([CH2:15][CH:16]=[CH2:17])[C:12](Cl)=[O:13])=[CH:7][CH:6]=1.